This data is from Full USPTO retrosynthesis dataset with 1.9M reactions from patents (1976-2016). The task is: Predict the reactants needed to synthesize the given product. (1) Given the product [N+:1]([C:16]1[CH:17]=[C:12]([CH2:11][CH:8]2[CH2:7][CH2:6][NH:5][CH2:10][CH2:9]2)[CH:13]=[CH:14][C:15]=1[OH:18])([O-:4])=[O:2], predict the reactants needed to synthesize it. The reactants are: [N+:1]([O-:4])(O)=[O:2].[NH:5]1[CH2:10][CH2:9][CH:8]([CH2:11][C:12]2[CH:17]=[CH:16][C:15]([OH:18])=[CH:14][CH:13]=2)[CH2:7][CH2:6]1. (2) The reactants are: C(OC([NH:8][C@H:9]([CH3:40])[C:10]([O:12][C@@H:13]1[CH2:29][C@@H:28]2[C@@:16]([CH3:39])([C@@H:17]3[C@@H:25]([CH2:26][CH2:27]2)[C@:24]2([OH:30])[C@@:20]([CH3:38])([C@@H:21]([C:31]4[CH:32]=[CH:33][C:34](=[O:37])[O:35][CH:36]=4)[CH2:22][CH2:23]2)[CH2:19][CH2:18]3)[CH2:15][CH2:14]1)=[O:11])=O)(C)(C)C.Cl. Given the product [NH2:8][C@H:9]([CH3:40])[C:10]([O:12][C@@H:13]1[CH2:29][C@@H:28]2[C@@:16]([CH3:39])([C@@H:17]3[C@@H:25]([CH2:26][CH2:27]2)[C@:24]2([OH:30])[C@@:20]([CH3:38])([C@@H:21]([C:31]4[CH:32]=[CH:33][C:34](=[O:37])[O:35][CH:36]=4)[CH2:22][CH2:23]2)[CH2:19][CH2:18]3)[CH2:15][CH2:14]1)=[O:11], predict the reactants needed to synthesize it.